This data is from Catalyst prediction with 721,799 reactions and 888 catalyst types from USPTO. The task is: Predict which catalyst facilitates the given reaction. (1) Reactant: [NH2:1][C:2]1[N:7]=[C:6]([N:8]2[CH2:13][CH2:12][CH2:11][C@H:10]([C:14]([OH:16])=[O:15])[CH2:9]2)[CH:5]=[C:4](Cl)[N:3]=1.[C:18]([C:20]1[CH:25]=[CH:24][C:23](B(O)O)=[CH:22][C:21]=1[F:29])#[N:19].C([O-])(O)=O.[Na+]. Product: [NH2:1][C:2]1[N:7]=[C:6]([N:8]2[CH2:13][CH2:12][CH2:11][C@H:10]([C:14]([OH:16])=[O:15])[CH2:9]2)[CH:5]=[C:4]([C:23]2[CH:24]=[CH:25][C:20]([C:18]#[N:19])=[C:21]([F:29])[CH:22]=2)[N:3]=1. The catalyst class is: 70. (2) Reactant: [Br:1][C:2]1[C:3]([F:12])=[C:4]2C(=[CH:9][C:10]=1[F:11])N[CH:6]=[CH:5]2.Cl[CH:14]=[N+:15]([CH3:17])C.[OH-:18].[Na+].O. Product: [Br:1][C:2]1[C:3]([F:12])=[C:4]2[C:17](=[CH:9][C:10]=1[F:11])[NH:15][CH:14]=[C:5]2[CH:6]=[O:18]. The catalyst class is: 3. (3) Reactant: [CH3:1][C:2]1[CH:7]=[CH:6][C:5]([S:8]([O:11][CH2:12][C:13]2[CH:18]=[CH:17][CH:16]=[C:15]([CH2:19][OH:20])[N:14]=2)(=[O:10])=[O:9])=[CH:4][CH:3]=1. Product: [CH3:1][C:2]1[CH:7]=[CH:6][C:5]([S:8]([O:11][CH2:12][C:13]2[CH:18]=[CH:17][CH:16]=[C:15]([CH:19]=[O:20])[N:14]=2)(=[O:10])=[O:9])=[CH:4][CH:3]=1. The catalyst class is: 177.